This data is from Forward reaction prediction with 1.9M reactions from USPTO patents (1976-2016). The task is: Predict the product of the given reaction. (1) Given the reactants [Cl:1][C:2]1[CH:7]=[C:6]2[NH:8][C:9](=[O:38])[C:10]3([CH:15]([C:16]4[CH:21]=[C:20]([Cl:22])[CH:19]=[CH:18][C:17]=4[O:23][C:24]([CH3:28])([CH3:27])[CH2:25][OH:26])[CH2:14][C:13](=[O:29])[NH:12][CH:11]3[C:30]3[CH:35]=[C:34]([F:36])[CH:33]=[CH:32][C:31]=3[CH3:37])[C:5]2=[CH:4][CH:3]=1.CCN=C=NCCCN(C)C.Cl.C1C=CC2N(O)N=NC=2C=1.CCN(C(C)C)C(C)C.[NH2:70][CH2:71][CH2:72][NH:73][C:74](=[O:76])[CH3:75], predict the reaction product. The product is: [C:74]([NH:73][CH2:72][CH2:71][NH:70][C:25]([C:24]([CH3:28])([O:23][C:17]1[CH:18]=[CH:19][C:20]([Cl:22])=[CH:21][C:16]=1[CH:15]1[CH2:14][C:13](=[O:29])[NH:12][CH:11]([C:30]2[CH:35]=[C:34]([F:36])[CH:33]=[CH:32][C:31]=2[CH3:37])[C:10]21[C:5]1[C:6](=[CH:7][C:2]([Cl:1])=[CH:3][CH:4]=1)[NH:8][C:9]2=[O:38])[CH3:27])=[O:26])(=[O:76])[CH3:75]. (2) Given the reactants [C:1]([O:5][C:6]([N:8]1[CH2:13][CH2:12][N:11]([CH2:14][C:15]([OH:17])=O)[CH2:10][CH2:9]1)=[O:7])([CH3:4])([CH3:3])[CH3:2].[NH2:18][C:19]1[S:20][CH:21]=[C:22]([CH3:24])[N:23]=1.C(N(C(C)C)CC)(C)C.C1CN([P+](ON2N=NC3C=CC=CC2=3)(N2CCCC2)N2CCCC2)CC1.F[P-](F)(F)(F)(F)F, predict the reaction product. The product is: [CH3:24][C:22]1[N:23]=[C:19]([NH:18][C:15](=[O:17])[CH2:14][N:11]2[CH2:10][CH2:9][N:8]([C:6]([O:5][C:1]([CH3:2])([CH3:3])[CH3:4])=[O:7])[CH2:13][CH2:12]2)[S:20][CH:21]=1. (3) The product is: [CH3:34][N:35]([CH3:39])[CH2:36][CH2:37][NH:38][C:2]1[N:7]=[C:6]([C:8]2[CH:13]=[CH:12][CH:11]=[CH:10][CH:9]=2)[N:5]=[C:4]([C:14]([NH:16][C:17]2[CH:22]=[CH:21][CH:20]=[CH:19][C:18]=2[C:23]2[S:24][C:25]([C:28]3[CH:33]=[CH:32][CH:31]=[CH:30][CH:29]=3)=[N:26][N:27]=2)=[O:15])[CH:3]=1. Given the reactants Cl[C:2]1[N:7]=[C:6]([C:8]2[CH:13]=[CH:12][CH:11]=[CH:10][CH:9]=2)[N:5]=[C:4]([C:14]([NH:16][C:17]2[CH:22]=[CH:21][CH:20]=[CH:19][C:18]=2[C:23]2[S:24][C:25]([C:28]3[CH:33]=[CH:32][CH:31]=[CH:30][CH:29]=3)=[N:26][N:27]=2)=[O:15])[CH:3]=1.[CH3:34][N:35]([CH3:39])[CH2:36][CH2:37][NH2:38], predict the reaction product. (4) The product is: [CH3:1][O:2][C:3]([C:4]1[N:19]=[C:16]([CH3:17])[S:18][C:5]=1[C:6]1[CH:7]=[C:8]([CH3:12])[CH:9]=[CH:10][CH:11]=1)=[O:15]. Given the reactants [CH3:1][O:2][C:3](=[O:15])[C:4](=O)[CH:5](Cl)[C:6]1[CH:7]=[C:8]([CH3:12])[CH:9]=[CH:10][CH:11]=1.[C:16]([NH2:19])(=[S:18])[CH3:17], predict the reaction product. (5) Given the reactants [O:1]1[CH2:6][CH2:5][CH2:4][CH2:3][CH:2]1[N:7]1[C:15]2[C:10](=[CH:11][C:12]([C:16]3[N:20]=[CH:19][N:18]([C:21]([C:34]4[CH:39]=[CH:38][CH:37]=[CH:36][CH:35]=4)([C:28]4[CH:33]=[CH:32][CH:31]=[CH:30][CH:29]=4)[C:22]4[CH:27]=[CH:26][CH:25]=[CH:24][CH:23]=4)[N:17]=3)=[CH:13][CH:14]=2)[C:9]([C:40]2[CH:41]=[C:42]([NH2:46])[CH:43]=[CH:44][CH:45]=2)=[N:8]1.[CH:47]1([C:52](Cl)=[O:53])[CH2:51][CH2:50][CH2:49][CH2:48]1.C(N(CC)CC)C, predict the reaction product. The product is: [CH:47]1([C:52]([NH:46][C:42]2[CH:43]=[CH:44][CH:45]=[C:40]([C:9]3[C:10]4[C:15](=[CH:14][CH:13]=[C:12]([C:16]5[N:20]=[CH:19][N:18]([C:21]([C:28]6[CH:33]=[CH:32][CH:31]=[CH:30][CH:29]=6)([C:22]6[CH:27]=[CH:26][CH:25]=[CH:24][CH:23]=6)[C:34]6[CH:35]=[CH:36][CH:37]=[CH:38][CH:39]=6)[N:17]=5)[CH:11]=4)[N:7]([CH:2]4[CH2:3][CH2:4][CH2:5][CH2:6][O:1]4)[N:8]=3)[CH:41]=2)=[O:53])[CH2:51][CH2:50][CH2:49][CH2:48]1.